This data is from Reaction yield outcomes from USPTO patents with 853,638 reactions. The task is: Predict the reaction yield, written as a fraction of the theoretical maximum amount of product (1.0 means a 100% yield; for example, 0.34 means a 34% yield). The reactants are OC1CCN(CC2C=CC=CC=2)CC1.C([N:22]1[CH2:27][CH2:26][CH:25]([O:28][C:29](=[O:43])[NH:30][C:31]2[CH:36]=[CH:35][CH:34]=[CH:33][C:32]=2[C:37]2[CH:42]=[CH:41][CH:40]=[CH:39][CH:38]=2)[CH2:24][CH2:23]1)C1C=CC=CC=1.Cl.C([O-])=O.[NH4+]. The catalyst is C(O)C. The product is [NH:22]1[CH2:23][CH2:24][CH:25]([O:28][C:29](=[O:43])[NH:30][C:31]2[CH:36]=[CH:35][CH:34]=[CH:33][C:32]=2[C:37]2[CH:42]=[CH:41][CH:40]=[CH:39][CH:38]=2)[CH2:26][CH2:27]1. The yield is 1.00.